This data is from Forward reaction prediction with 1.9M reactions from USPTO patents (1976-2016). The task is: Predict the product of the given reaction. Given the reactants Cl.[CH:2]([CH:15]1[C:20](=[O:21])[CH2:19][CH2:18][NH:17][CH2:16]1)([C:9]1[CH:14]=[CH:13][CH:12]=[CH:11][CH:10]=1)[C:3]1[CH:8]=[CH:7][CH:6]=[CH:5][CH:4]=1.Br[CH2:23][C:24]1[CH:32]=[CH:31][C:27]([C:28]([NH2:30])=[O:29])=[CH:26][CH:25]=1.C(=O)([O-])[O-].[K+].[K+], predict the reaction product. The product is: [CH:2]([CH:15]1[C:20](=[O:21])[CH2:19][CH2:18][N:17]([CH2:23][C:24]2[CH:32]=[CH:31][C:27]([C:28]([NH2:30])=[O:29])=[CH:26][CH:25]=2)[CH2:16]1)([C:9]1[CH:14]=[CH:13][CH:12]=[CH:11][CH:10]=1)[C:3]1[CH:4]=[CH:5][CH:6]=[CH:7][CH:8]=1.